Dataset: Forward reaction prediction with 1.9M reactions from USPTO patents (1976-2016). Task: Predict the product of the given reaction. (1) Given the reactants [CH3:1][O:2][C:3]1[C:11]([O:12][CH3:13])=[CH:10][C:9]2[C:5](=[C:6]([C:22](=[O:24])[CH3:23])[N:7](COCC[Si](C)(C)C)[N:8]=2)[CH:4]=1.CCCC[N+](CCCC)(CCCC)CCCC.[F-], predict the reaction product. The product is: [CH3:1][O:2][C:3]1[CH:4]=[C:5]2[C:9](=[CH:10][C:11]=1[O:12][CH3:13])[NH:8][N:7]=[C:6]2[C:22](=[O:24])[CH3:23]. (2) Given the reactants [CH3:1][C:2]([C:5]1[CH:9]=[C:8]([N:10]2[CH2:14][C@@:13]3([CH2:19][CH2:18][CH2:17][C@@:16]([CH2:21][N:22]4[C:26]5[CH:27]=[C:28]([C:31]#[N:32])[CH:29]=[CH:30][C:25]=5[N:24]=[CH:23]4)([CH3:20])[CH2:15]3)[O:12][C:11]2=[O:33])[O:7][N:6]=1)([CH3:4])[CH3:3].C1C(=O)N([Cl:41])C(=O)C1, predict the reaction product. The product is: [Cl:41][C:9]1[C:5]([C:2]([CH3:1])([CH3:3])[CH3:4])=[N:6][O:7][C:8]=1[N:10]1[CH2:14][C@@:13]2([CH2:19][CH2:18][CH2:17][C@@:16]([CH2:21][N:22]3[C:26]4[CH:27]=[C:28]([C:31]#[N:32])[CH:29]=[CH:30][C:25]=4[N:24]=[CH:23]3)([CH3:20])[CH2:15]2)[O:12][C:11]1=[O:33]. (3) Given the reactants [CH:1]([N:14]1[CH2:17][CH:16](OS(C)(=O)=O)[CH2:15]1)([C:8]1[CH:13]=[CH:12][CH:11]=[CH:10][CH:9]=1)[C:2]1[CH:7]=[CH:6][CH:5]=[CH:4][CH:3]=1.[CH3:23][NH2:24].CC(O)=O, predict the reaction product. The product is: [CH:1]([N:14]1[CH2:17][CH:16]([NH:24][CH3:23])[CH2:15]1)([C:8]1[CH:13]=[CH:12][CH:11]=[CH:10][CH:9]=1)[C:2]1[CH:7]=[CH:6][CH:5]=[CH:4][CH:3]=1. (4) The product is: [N:8]1[CH:13]=[CH:12][CH:11]=[CH:10][C:9]=1[NH:14][CH2:15][CH2:16][CH2:17][O:18][C:19]([NH:21][CH2:22][C:23]([OH:25])=[O:24])=[O:20]. Given the reactants FC(F)(F)C(O)=O.[N:8]1[CH:13]=[CH:12][CH:11]=[CH:10][C:9]=1[NH:14][CH2:15][CH2:16][CH2:17][O:18][C:19]([NH:21][CH2:22][C:23]([O:25]C(C)(C)C)=[O:24])=[O:20], predict the reaction product. (5) Given the reactants C(O)C.[C:4]1([CH:10]([CH3:13])[C:11]#[N:12])[CH:9]=[CH:8][CH:7]=[CH:6][CH:5]=1.[ClH:14].[H][H], predict the reaction product. The product is: [ClH:14].[C:4]1([CH:10]([CH3:13])[CH2:11][NH2:12])[CH:9]=[CH:8][CH:7]=[CH:6][CH:5]=1. (6) The product is: [ClH:1].[CH3:2][C:3]1([CH3:9])[CH2:8][O:7][CH2:6][CH2:5][N:4]1[CH2:12][C:11]#[CH:10]. Given the reactants [ClH:1].[CH3:2][C:3]1([CH3:9])[CH2:8][O:7][CH2:6][CH2:5][NH:4]1.[CH2:10](Br)[C:11]#[CH:12].C(=O)([O-])[O-].[K+].[K+], predict the reaction product.